From a dataset of Full USPTO retrosynthesis dataset with 1.9M reactions from patents (1976-2016). Predict the reactants needed to synthesize the given product. (1) Given the product [NH2:1][C:2]12[CH2:3][C:4]([C:7](=[O:9])[CH3:14])([CH2:5]1)[CH2:6]2, predict the reactants needed to synthesize it. The reactants are: [NH2:1][C:2]12[CH2:6][C:4]([C:7]([OH:9])=O)([CH2:5]1)[CH2:3]2.C[Li].[Cl-].[NH4+].[C:14](OCC)(=O)C. (2) Given the product [C:15]([S:14][CH2:13][C:5]1[CH:6]=[C:7]([N+:10]([O-:12])=[O:11])[CH:8]=[CH:9][C:4]=1[CH2:3][OH:2])([CH3:18])([CH3:16])[CH3:17], predict the reactants needed to synthesize it. The reactants are: C[O:2][C:3](=O)[C:4]1[CH:9]=[CH:8][C:7]([N+:10]([O-:12])=[O:11])=[CH:6][C:5]=1[CH2:13][S:14][C:15]([CH3:18])([CH3:17])[CH3:16].C([BH-](CC)CC)C.[Li+]. (3) The reactants are: [C:1]([C:3]1[CH:12]=[C:11]2[C:6]([CH:7]=[CH:8][C:9]([O:13][CH:14]([CH2:18][CH3:19])[C:15]([OH:17])=O)=[CH:10]2)=[CH:5][CH:4]=1)#[CH:2].C(N(CC)C(C)C)(C)C.Cl.[CH3:30][C:31]([NH2:36])([C:33]#[C:34][CH3:35])[CH3:32]. Given the product [CH3:30][C:31]([NH:36][C:15](=[O:17])[CH:14]([O:13][C:9]1[CH:8]=[CH:7][C:6]2[C:11](=[CH:12][C:3]([C:1]#[CH:2])=[CH:4][CH:5]=2)[CH:10]=1)[CH2:18][CH3:19])([CH3:32])[C:33]#[C:34][CH3:35], predict the reactants needed to synthesize it. (4) Given the product [OH:3][C:4]1[CH:9]=[CH:8][C:7]([N:10]([C:12]2[C:21]3[C:16](=[CH:17][CH:18]=[CH:19][CH:20]=3)[N:15]=[C:14]([CH3:22])[N:13]=2)[CH3:11])=[CH:6][CH:5]=1, predict the reactants needed to synthesize it. The reactants are: Cl.C[O:3][C:4]1[CH:9]=[CH:8][C:7]([N:10]([C:12]2[C:21]3[C:16](=[CH:17][CH:18]=[CH:19][CH:20]=3)[N:15]=[C:14]([CH3:22])[N:13]=2)[CH3:11])=[CH:6][CH:5]=1.B(Br)(Br)Br. (5) Given the product [O:26]1[C:2]2([CH2:7][CH2:6][CH:5]([C:8]([O:10][CH2:11][CH3:12])=[O:9])[CH2:4][CH2:3]2)[O:1][CH2:24][CH2:25]1, predict the reactants needed to synthesize it. The reactants are: [O:1]=[C:2]1[CH2:7][CH2:6][CH:5]([C:8]([O:10][CH2:11][CH3:12])=[O:9])[CH2:4][CH2:3]1.C1CCCCC1.NS(O)(=O)=O.[CH2:24](O)[CH2:25][OH:26]. (6) Given the product [F:1][C:2]([F:39])([F:38])[C:3]1[CH:8]=[C:7]([C:9]([F:12])([F:11])[F:10])[CH:6]=[CH:5][C:4]=1[C:13]1[N:18]=[C:17]([OH:41])[C:16]([CH2:20][N:21]2[CH:26]=[C:25]3[N:27]=[C:28]([C:30]4[CH:35]=[CH:34][CH:33]=[C:32]([F:36])[C:31]=4[F:37])[N:29]=[C:24]3[CH:23]=[N:22]2)=[CH:15][CH:14]=1, predict the reactants needed to synthesize it. The reactants are: [F:1][C:2]([F:39])([F:38])[C:3]1[CH:8]=[C:7]([C:9]([F:12])([F:11])[F:10])[CH:6]=[CH:5][C:4]=1[C:13]1[N:18]=[C:17](N)[C:16]([CH2:20][N:21]2[CH:26]=[C:25]3[N:27]=[C:28]([C:30]4[CH:35]=[CH:34][CH:33]=[C:32]([F:36])[C:31]=4[F:37])[N:29]=[C:24]3[CH:23]=[N:22]2)=[CH:15][CH:14]=1.N([O-])=[O:41].[Na+].N1C=CC=CC1=O.C([O-])(=O)C.[Li+].[OH-]. (7) Given the product [CH3:16][Si:17]([CH3:19])([CH3:18])[CH2:20][CH2:21][O:22][CH2:23][N:7]1[C:15]2[C:10](=[N:11][CH:12]=[CH:13][CH:14]=2)[CH:9]=[N:8]1, predict the reactants needed to synthesize it. The reactants are: CC([O-])(C)C.[K+].[NH:7]1[C:15]2[C:10](=[N:11][CH:12]=[CH:13][CH:14]=2)[CH:9]=[N:8]1.[CH3:16][Si:17]([CH2:20][CH2:21][O:22][CH2:23]Cl)([CH3:19])[CH3:18].